This data is from Forward reaction prediction with 1.9M reactions from USPTO patents (1976-2016). The task is: Predict the product of the given reaction. Given the reactants [C:1]([O:5][C:6](=[O:18])[NH:7][C:8]1([C:14](N)=[N:15]O)[CH2:13][CH2:12][O:11][CH2:10][CH2:9]1)([CH3:4])([CH3:3])[CH3:2].C[O:20]C(C#CC(OC)=O)=O, predict the reaction product. The product is: [NH2:15][C:14]([C:8]1([NH:7][C:6](=[O:18])[O:5][C:1]([CH3:4])([CH3:3])[CH3:2])[CH2:13][CH2:12][O:11][CH2:10][CH2:9]1)=[O:20].